From a dataset of Forward reaction prediction with 1.9M reactions from USPTO patents (1976-2016). Predict the product of the given reaction. The product is: [Br:1][C:2]1[CH:3]=[CH:4][C:5]([CH:8]2[CH2:13][CH2:12][N:11]([CH:15]([CH3:16])[CH3:14])[CH2:10][CH2:9]2)=[N:6][CH:7]=1. Given the reactants [Br:1][C:2]1[CH:3]=[CH:4][C:5]([CH:8]2[CH2:13][CH2:12][NH:11][CH2:10][CH2:9]2)=[N:6][CH:7]=1.[CH3:14][C:15](=O)[CH3:16].Cl, predict the reaction product.